This data is from Forward reaction prediction with 1.9M reactions from USPTO patents (1976-2016). The task is: Predict the product of the given reaction. (1) Given the reactants [Br:1][C:2]1[CH:3]=[C:4]([CH3:9])[CH:5]=[C:6](Br)[CH:7]=1.[CH3:10][S:11]([O-:13])=[O:12].[Na+].N1CCC[C@H]1C(O)=O.[OH-].[Na+], predict the reaction product. The product is: [Br:1][C:2]1[CH:3]=[C:4]([CH3:9])[CH:5]=[C:6]([S:11]([CH3:10])(=[O:13])=[O:12])[CH:7]=1. (2) Given the reactants [Cl:1][C:2]1[CH:16]=[CH:15][C:5]2[N:6]=[N:7][N:8]([CH2:11][C:12]([OH:14])=O)[C:9](=[O:10])[C:4]=2[CH:3]=1.[CH3:17][O:18][C:19]1[CH:24]=[CH:23][C:22]([C@@H:25]([NH2:27])[CH3:26])=[CH:21][CH:20]=1, predict the reaction product. The product is: [Cl:1][C:2]1[CH:16]=[CH:15][C:5]2[N:6]=[N:7][N:8]([CH2:11][C:12]([NH:27][C@H:25]([C:22]3[CH:23]=[CH:24][C:19]([O:18][CH3:17])=[CH:20][CH:21]=3)[CH3:26])=[O:14])[C:9](=[O:10])[C:4]=2[CH:3]=1.